Dataset: KCNQ2 potassium channel screen with 302,405 compounds. Task: Binary Classification. Given a drug SMILES string, predict its activity (active/inactive) in a high-throughput screening assay against a specified biological target. (1) The compound is S(=O)(=O)(N1CCCCC1)c1c(ccc(c1)C(OCC(=O)NCc1c(OC)cccc1)=O)C. The result is 0 (inactive). (2) The drug is Clc1c(C2SCCN2S(=O)(=O)c2ccc(NC(=O)C)cc2)cccc1. The result is 0 (inactive). (3) The drug is O1CCN(CC1)C(=O)c1c(NC(=O)Cc2cc(OC)ccc2)cccc1. The result is 0 (inactive).